Dataset: Reaction yield outcomes from USPTO patents with 853,638 reactions. Task: Predict the reaction yield, written as a fraction of the theoretical maximum amount of product (1.0 means a 100% yield; for example, 0.34 means a 34% yield). (1) The reactants are ClC(Cl)(Cl)CO[C:5](=[O:50])[NH:6][C:7]1[N:8]([C:34]2[CH:39]=[CH:38][CH:37]=[C:36]([O:40][CH2:41][CH2:42][O:43][CH:44]3[CH2:49][CH2:48][CH2:47][CH2:46][O:45]3)[CH:35]=2)[N:9]=[C:10]([C:12]([CH3:33])([CH3:32])[CH2:13][O:14][Si:15]([C:28]([CH3:31])([CH3:30])[CH3:29])([C:22]2[CH:27]=[CH:26][CH:25]=[CH:24][CH:23]=2)[C:16]2[CH:21]=[CH:20][CH:19]=[CH:18][CH:17]=2)[CH:11]=1.[CH3:53][C@H:54]1[CH2:59][CH2:58][CH2:57][CH2:56][N:55]1[C:60]1[N:64]2[CH:65]=[C:66]([O:69][C@H:70]3[C:79]4[C:74](=[CH:75][CH:76]=[CH:77][CH:78]=4)[C@@H:73]([NH2:80])[CH2:72][CH2:71]3)[CH:67]=[CH:68][C:63]2=[N:62][N:61]=1.CCN(C(C)C)C(C)C. The catalyst is O1CCOCC1. The product is [Si:15]([O:14][CH2:13][C:12]([C:10]1[CH:11]=[C:7]([NH:6][C:5]([NH:80][C@@H:73]2[C:74]3[C:79](=[CH:78][CH:77]=[CH:76][CH:75]=3)[C@H:70]([O:69][C:66]3[CH:67]=[CH:68][C:63]4[N:64]([C:60]([N:55]5[CH2:56][CH2:57][CH2:58][CH2:59][C@@H:54]5[CH3:53])=[N:61][N:62]=4)[CH:65]=3)[CH2:71][CH2:72]2)=[O:50])[N:8]([C:34]2[CH:39]=[CH:38][CH:37]=[C:36]([O:40][CH2:41][CH2:42][O:43][CH:44]3[CH2:49][CH2:48][CH2:47][CH2:46][O:45]3)[CH:35]=2)[N:9]=1)([CH3:33])[CH3:32])([C:28]([CH3:29])([CH3:31])[CH3:30])([C:22]1[CH:23]=[CH:24][CH:25]=[CH:26][CH:27]=1)[C:16]1[CH:17]=[CH:18][CH:19]=[CH:20][CH:21]=1. The yield is 0.720. (2) The reactants are FC(F)(F)OC1C=CC(N2CCNCC2)=CC=1.[CH3:18][C@H:19]1[CH2:24][N:23]([C:25]2[CH:30]=[CH:29][C:28]([O:31][C:32]([F:35])([F:34])[F:33])=[CH:27][CH:26]=2)[CH2:22][C@@H:21]([CH3:36])[N:20]1[S:37]([C:40]1[CH:48]=[CH:47][CH:46]=[C:45]2[C:41]=1[CH2:42][CH:43]([C:49]#[N:50])[CH2:44]2)(=[O:39])=[O:38].C([Sn](=O)CCCC)CCC.[N:61]([Si](C)(C)C)=[N+:62]=[N-:63]. The catalyst is C1(C)C=CC=CC=1. The product is [CH3:18][C@H:19]1[CH2:24][N:23]([C:25]2[CH:30]=[CH:29][C:28]([O:31][C:32]([F:33])([F:35])[F:34])=[CH:27][CH:26]=2)[CH2:22][C@@H:21]([CH3:36])[N:20]1[S:37]([C:40]1[C:41]2[CH2:42][CH:43]([C:49]3[NH:63][N:62]=[N:61][N:50]=3)[CH2:44][C:45]=2[CH:46]=[CH:47][CH:48]=1)(=[O:39])=[O:38]. The yield is 0.610. (3) The reactants are Br[C:2]1[C:3]([F:23])=[CH:4][C:5]2[O:11][CH2:10][CH2:9][N:8]3[C:12]([C:18]([NH:20][CH3:21])=[O:19])=[C:13]([C:15]([NH2:17])=[O:16])[N:14]=[C:7]3[C:6]=2[CH:22]=1.[C:24]([C:26]1([OH:30])[CH2:29][CH2:28][CH2:27]1)#[CH:25]. No catalyst specified. The product is [F:23][C:3]1[C:2]([C:25]#[C:24][C:26]2([OH:30])[CH2:29][CH2:28][CH2:27]2)=[CH:22][C:6]2[C:7]3[N:8]([C:12]([C:18]([NH:20][CH3:21])=[O:19])=[C:13]([C:15]([NH2:17])=[O:16])[N:14]=3)[CH2:9][CH2:10][O:11][C:5]=2[CH:4]=1. The yield is 0.250. (4) The reactants are [Cl:1][C:2]1[CH:3]=[C:4]([C:8]2[CH:13]=[C:12]([NH:14][C:15]3[CH:20]=[CH:19][C:18]([CH2:21][C:22](OCC)=[O:23])=[CH:17][CH:16]=3)[CH:11]=[C:10]([CH:27]3[CH2:29][CH2:28]3)[N:9]=2)[CH:5]=[CH:6][CH:7]=1.O1CCOCC1.[NH3:36]. The catalyst is CO. The product is [Cl:1][C:2]1[CH:3]=[C:4]([C:8]2[CH:13]=[C:12]([NH:14][C:15]3[CH:20]=[CH:19][C:18]([CH2:21][C:22]([NH2:36])=[O:23])=[CH:17][CH:16]=3)[CH:11]=[C:10]([CH:27]3[CH2:28][CH2:29]3)[N:9]=2)[CH:5]=[CH:6][CH:7]=1. The yield is 0.270. (5) The reactants are O=[C:2]1[C:11]2[C:10]([C:12]([O:14]C)=O)=[CH:9][CH:8]=[CH:7][C:6]=2[NH:5][CH:4]([C:16]2[CH:21]=[CH:20][CH:19]=[CH:18][N:17]=2)[CH:3]1[C:22]1[CH:27]=[CH:26][CH:25]=[CH:24][CH:23]=1.O.[NH2:29][NH2:30]. No catalyst specified. The product is [C:22]1([CH:3]2[C:2]3=[N:29][NH:30][C:12](=[O:14])[C:10]4[CH:9]=[CH:8][CH:7]=[C:6]([C:11]=43)[NH:5][CH:4]2[C:16]2[CH:21]=[CH:20][CH:19]=[CH:18][N:17]=2)[CH:23]=[CH:24][CH:25]=[CH:26][CH:27]=1. The yield is 0.370. (6) The reactants are [CH2:1]([C:3]([C:21]1[CH:35]=[CH:34][C:24]([C:25]([NH:27][CH2:28][CH2:29][S:30]([CH3:33])(=[O:32])=[O:31])=[O:26])=[C:23]([CH3:36])[CH:22]=1)([C:6]1[CH:11]=[CH:10][C:9]([O:12][CH2:13][CH:14]([OH:19])[C:15]([CH3:18])([CH3:17])[CH3:16])=[C:8]([CH3:20])[CH:7]=1)[CH2:4][CH3:5])[CH3:2].C[N+]1([O-])CCOCC1. The catalyst is CCC[N+](CCC)(CCC)CCC.[O-][Ru](=O)(=O)=O. The product is [CH3:18][C:15]([CH3:16])([CH3:17])[C:14](=[O:19])[CH2:13][O:12][C:9]1[CH:10]=[CH:11][C:6]([C:3]([C:21]2[CH:35]=[CH:34][C:24]([C:25]([NH:27][CH2:28][CH2:29][S:30]([CH3:33])(=[O:32])=[O:31])=[O:26])=[C:23]([CH3:36])[CH:22]=2)([CH2:1][CH3:2])[CH2:4][CH3:5])=[CH:7][C:8]=1[CH3:20]. The yield is 0.760. (7) The reactants are Cl[C:2]1[CH:7]=[CH:6][CH:5]=[C:4]([Cl:8])[N:3]=1.[O:9]([C:16]1[CH:22]=[CH:21][C:19]([NH2:20])=[CH:18][CH:17]=1)[C:10]1[CH:15]=[CH:14][CH:13]=[CH:12][CH:11]=1.C([O-])([O-])=O.[K+].[K+].C1C=CC(P(C2C(C3C(P(C4C=CC=CC=4)C4C=CC=CC=4)=CC=C4C=3C=CC=C4)=C3C(C=CC=C3)=CC=2)C2C=CC=CC=2)=CC=1. The catalyst is CC([O-])=O.CC([O-])=O.[Pd+2].CCOC(C)=O.C1(C)C=CC=CC=1. The product is [Cl:8][C:4]1[N:3]=[C:2]([NH:20][C:19]2[CH:18]=[CH:17][C:16]([O:9][C:10]3[CH:15]=[CH:14][CH:13]=[CH:12][CH:11]=3)=[CH:22][CH:21]=2)[CH:7]=[CH:6][CH:5]=1. The yield is 0.770.